Task: Predict the product of the given reaction.. Dataset: Forward reaction prediction with 1.9M reactions from USPTO patents (1976-2016) Given the reactants [C:1]([C:3]1([C:8](OC)=[O:9])[CH2:7][CH2:6][CH2:5][CH2:4]1)#[N:2].[BH4-].[Li+], predict the reaction product. The product is: [OH:9][CH2:8][C:3]1([C:1]#[N:2])[CH2:7][CH2:6][CH2:5][CH2:4]1.